From a dataset of Peptide-MHC class II binding affinity with 134,281 pairs from IEDB. Regression. Given a peptide amino acid sequence and an MHC pseudo amino acid sequence, predict their binding affinity value. This is MHC class II binding data. (1) The binding affinity (normalized) is 1.00. The peptide sequence is FTVNQTSRLLMRRMR. The MHC is DRB3_0202 with pseudo-sequence DRB3_0202. (2) The peptide sequence is PSINDLDEVISNKFH. The MHC is DRB4_0101 with pseudo-sequence DRB4_0103. The binding affinity (normalized) is 0.290. (3) The peptide sequence is GFIGFCKSMGSKCVR. The MHC is DRB5_0101 with pseudo-sequence DRB5_0101. The binding affinity (normalized) is 0.803. (4) The peptide sequence is KAIKESTGGAYDTYK. The MHC is DRB1_0701 with pseudo-sequence DRB1_0701. The binding affinity (normalized) is 0.344. (5) The peptide sequence is AWKVAATAANAAPAN. The MHC is DRB1_1001 with pseudo-sequence DRB1_1001. The binding affinity (normalized) is 0.504. (6) The peptide sequence is ARTDLLAFTAFPKKI. The MHC is HLA-DQA10501-DQB10201 with pseudo-sequence HLA-DQA10501-DQB10201. The binding affinity (normalized) is 0.180. (7) The peptide sequence is QFRRVKCKYPEGTKV. The MHC is DRB1_0802 with pseudo-sequence DRB1_0802. The binding affinity (normalized) is 0.0920. (8) The peptide sequence is GIKQLQARVLAVERYLK. The MHC is DRB1_1001 with pseudo-sequence DRB1_1001. The binding affinity (normalized) is 0.802.